This data is from Forward reaction prediction with 1.9M reactions from USPTO patents (1976-2016). The task is: Predict the product of the given reaction. (1) Given the reactants [Cl:1][C:2]1[CH:3]=[N:4][C:5]2[N:6]([N:8]=[C:9]([C:11]([OH:13])=O)[CH:10]=2)[CH:7]=1.[CH3:14][S:15]([C:18]1[CH:19]=[CH:20][CH:21]=[C:22]2[C:27]=1[N:26]([CH3:28])[NH:25][CH2:24][CH2:23]2)(=[O:17])=[O:16], predict the reaction product. The product is: [Cl:1][C:2]1[CH:3]=[N:4][C:5]2[N:6]([N:8]=[C:9]([C:11]([N:25]3[CH2:24][CH2:23][C:22]4[C:27](=[C:18]([S:15]([CH3:14])(=[O:17])=[O:16])[CH:19]=[CH:20][CH:21]=4)[N:26]3[CH3:28])=[O:13])[CH:10]=2)[CH:7]=1. (2) The product is: [F:1][C:2]1[C:7]([C:8]([NH2:29])=[O:9])=[C:6]([NH:11][C:12](=[O:17])[C:13]([CH3:16])([CH3:15])[CH3:14])[C:5]([O:18][CH3:19])=[C:4]([F:20])[C:3]=1[C:21]1[CH:26]=[CH:25][CH:24]=[CH:23][CH:22]=1. Given the reactants [F:1][C:2]1[C:7]([C:8](O)=[O:9])=[C:6]([NH:11][C:12](=[O:17])[C:13]([CH3:16])([CH3:15])[CH3:14])[C:5]([O:18][CH3:19])=[C:4]([F:20])[C:3]=1[C:21]1[CH:26]=[CH:25][CH:24]=[CH:23][CH:22]=1.C(N1C=CN=C1)([N:29]1C=CN=C1)=O.N, predict the reaction product. (3) Given the reactants [C:1]([O:4][CH2:5][C:6]#[C:7][CH2:8][O:9][C:10]1[CH:15]=[CH:14][C:13]([S:16]([OH:19])(=O)=[O:17])=[CH:12][CH:11]=1)(=[O:3])[CH3:2].[Na].CN(C)C=O.O.C(Cl)(=O)C([Cl:30])=O, predict the reaction product. The product is: [C:1]([O:4][CH2:5][C:6]#[C:7][CH2:8][O:9][C:10]1[CH:15]=[CH:14][C:13]([S:16]([Cl:30])(=[O:19])=[O:17])=[CH:12][CH:11]=1)(=[O:3])[CH3:2]. (4) Given the reactants [NH2:1][C@H:2]1[CH2:6][CH2:5][N:4]([C:7]([O:9][C:10]([CH3:13])([CH3:12])[CH3:11])=[O:8])[CH2:3]1.[C:14]1(=O)[CH2:20][CH2:19][CH2:18][CH2:17][CH2:16][CH2:15]1, predict the reaction product. The product is: [CH:14]1([NH:1][C@H:2]2[CH2:6][CH2:5][N:4]([C:7]([O:9][C:10]([CH3:13])([CH3:12])[CH3:11])=[O:8])[CH2:3]2)[CH2:20][CH2:19][CH2:18][CH2:17][CH2:16][CH2:15]1. (5) Given the reactants C([O:3][C:4](=[O:13])[CH2:5][N:6]1[CH:10]=[C:9]([CH2:11][CH3:12])[N:8]=[CH:7]1)C.Cl, predict the reaction product. The product is: [CH2:11]([C:9]1[N:8]=[CH:7][N:6]([CH2:5][C:4]([OH:13])=[O:3])[CH:10]=1)[CH3:12]. (6) Given the reactants [OH:1][C:2]1[CH:10]=[CH:9][C:5]([C:6]([OH:8])=[O:7])=[CH:4][N:3]=1.[I:11]N1C(=O)CCC1=O.S([O-])([O-])(=O)=S.[Na+].[Na+].O, predict the reaction product. The product is: [OH:1][C:2]1[C:10]([I:11])=[CH:9][C:5]([C:6]([OH:8])=[O:7])=[CH:4][N:3]=1. (7) Given the reactants [CH2:1]([N:8]1[C:13](=O)[C:12]2[CH:15]=[C:16](C(O)=O)SC=2NC1=O)[C:2]1C=CC=CC=1.[F:22][C:23]1[CH:43]=[CH:42][C:26]([CH2:27][N:28]2[C:33](=[O:34])[C:32]3[CH:35]=[C:36]([C:38]([OH:40])=[O:39])[S:37][C:31]=3[NH:30][C:29]2=[O:41])=[CH:25][CH:24]=1, predict the reaction product. The product is: [N:8]1[CH:1]=[CH:2][C:15]([CH2:16][O:39][C:38]([C:36]2[S:37][C:31]3[NH:30][C:29](=[O:41])[N:28]([CH2:27][C:26]4[CH:25]=[CH:24][C:23]([F:22])=[CH:43][CH:42]=4)[C:33](=[O:34])[C:32]=3[CH:35]=2)=[O:40])=[CH:12][CH:13]=1. (8) Given the reactants Cl[C:2]1[C:3]2[C:10]([S:11][C:12]3[CH:18]=[CH:17][C:15]([NH2:16])=[CH:14][CH:13]=3)=[CH:9][N:8]([CH2:19][O:20][CH2:21][CH2:22][Si:23]([CH3:26])([CH3:25])[CH3:24])[C:4]=2[N:5]=[CH:6][N:7]=1.[Cl-].[CH3:28][C:29]1[CH:30]=[CH:31][N:32]2[C:37]=1[C:36](=[O:38])[N:35]([C:39]1[CH:44]=[CH:43][CH:42]=[CH:41][CH:40]=1)[C:34]([C@@H:45]([NH3+:47])[CH3:46])=[N:33]2.[F-].[Cs+].C(N(CC)C(C)C)(C)C, predict the reaction product. The product is: [NH2:16][C:15]1[CH:17]=[CH:18][C:12]([S:11][C:10]2[C:3]3[C:2]([NH:47][C@H:45]([C:34]4[N:35]([C:39]5[CH:44]=[CH:43][CH:42]=[CH:41][CH:40]=5)[C:36](=[O:38])[C:37]5=[C:29]([CH3:28])[CH:30]=[CH:31][N:32]5[N:33]=4)[CH3:46])=[N:7][CH:6]=[N:5][C:4]=3[N:8]([CH2:19][O:20][CH2:21][CH2:22][Si:23]([CH3:26])([CH3:25])[CH3:24])[CH:9]=2)=[CH:13][CH:14]=1. (9) Given the reactants [C:1]([CH2:4][O:5][CH2:6][C:7]([NH:9][CH2:10][CH2:11][CH2:12][CH2:13][CH2:14][CH2:15][CH2:16][NH:17][C:18]([CH2:20][O:21][CH2:22][C:23]([OH:25])=O)=[O:19])=[O:8])([OH:3])=O.CN(C(ON1N=[N:41][C:36]2[CH:37]=[CH:38][CH:39]=[CH:40][C:35]1=2)=[N+](C)C)C.F[P-](F)(F)(F)(F)F.CC[N:52]([CH:56]([CH3:58])[CH3:57])[CH:53]([CH3:55])[CH3:54].[NH2:59][C:60]1[CH:88]=[CH:87][C:63]([CH2:64][C:65]2[CH:69]=[C:68]([C:70]3[CH:75]=[CH:74][C:73]([Br:76])=[CH:72][CH:71]=3)[N:67]([C:77]3[CH:82]=[CH:81][C:80]([S:83]([NH2:86])(=[O:85])=[O:84])=[CH:79][CH:78]=3)[N:66]=2)=[CH:62][CH:61]=1, predict the reaction product. The product is: [Br:76][C:73]1[CH:72]=[CH:71][C:70]([C:68]2[N:67]([C:77]3[CH:82]=[CH:81][C:80]([S:83](=[O:85])(=[O:84])[NH2:86])=[CH:79][CH:78]=3)[N:66]=[C:65]([CH2:64][C:63]3[CH:87]=[CH:88][C:60]([NH:59][C:23]([CH2:22][O:21][CH2:20][C:18]([NH:17][CH2:16][CH2:15][CH2:14][CH2:13][CH2:12][CH2:11][CH2:10][NH:9][C:7]([CH2:6][O:5][CH2:4][C:1]([CH:61]([C:60]4[CH:58]=[C:56]([C:57]5[CH:75]=[CH:74][C:73]([Br:76])=[CH:72][CH:71]=5)[N:52]([C:53]5[CH:54]=[CH:79][C:80]([S:83]([NH2:86])(=[O:85])=[O:84])=[CH:81][CH:55]=5)[N:59]=4)[C:39]4[CH:40]=[CH:35][C:36]([NH2:41])=[CH:37][CH:38]=4)=[O:3])=[O:8])=[O:19])=[O:25])=[CH:61][CH:62]=3)[CH:69]=2)=[CH:75][CH:74]=1. (10) Given the reactants C([O:8][CH2:9][C:10]([CH:13]1[O:26][CH2:25][C:24]2[C:23]3[C:18](=[CH:19][CH:20]=[CH:21][CH:22]=3)[C:17](=[O:27])[NH:16][C:15]=2[CH2:14]1)([CH3:12])[CH3:11])C1C=CC=CC=1, predict the reaction product. The product is: [OH:8][CH2:9][C:10]([CH:13]1[O:26][CH2:25][C:24]2[C:23]3[C:18](=[CH:19][CH:20]=[CH:21][CH:22]=3)[C:17](=[O:27])[NH:16][C:15]=2[CH2:14]1)([CH3:11])[CH3:12].